Dataset: Catalyst prediction with 721,799 reactions and 888 catalyst types from USPTO. Task: Predict which catalyst facilitates the given reaction. (1) Reactant: C(NC(=O)CCN1CCC(NC[C@H](O)[C:21]2[CH:30]=[CH:29][C:28](O)=[C:27]3[C:22]=2[CH:23]=[CH:24][C:25](=O)[NH:26]3)CC1)C1C=CC=CC=1.[Si:35]([O:42][C@H:43]([C:57]1[CH:66]=[CH:65][C:64]([OH:67])=[C:63]2[C:58]=1[CH:59]=[CH:60][C:61](=[O:68])[NH:62]2)[CH2:44][NH:45][CH:46]1[CH2:51][CH2:50][N:49]([CH2:52][CH2:53][C:54]([OH:56])=O)[CH2:48][CH2:47]1)([C:38]([CH3:41])([CH3:40])[CH3:39])([CH3:37])[CH3:36].C1C2C(=CC=CC=2)CCN1.CN(C(ON1N=NC2C=CC=NC1=2)=[N+](C)C)C.F[P-](F)(F)(F)(F)F. Product: [Si:35]([O:42][C@H:43]([C:57]1[CH:66]=[CH:65][C:64]([OH:67])=[C:63]2[C:58]=1[CH:59]=[CH:60][C:61](=[O:68])[NH:62]2)[CH2:44][NH:45][CH:46]1[CH2:51][CH2:50][N:49]([CH2:52][CH2:53][C:54]([N:26]2[CH2:25][CH2:24][C:23]3[C:28](=[CH:29][CH:30]=[CH:21][CH:22]=3)[CH2:27]2)=[O:56])[CH2:48][CH2:47]1)([C:38]([CH3:40])([CH3:39])[CH3:41])([CH3:36])[CH3:37]. The catalyst class is: 338. (2) Reactant: [CH3:1][O:2][C:3]1[N:8]=[N:7][C:6]([C:9]#N)=[CH:5][CH:4]=1.[CH2:11]([Mg]Br)[CH3:12].C([O:17]CC)C.Cl.C(=O)([O-])O.[Na+]. Product: [CH3:1][O:2][C:3]1[N:8]=[N:7][C:6]([C:9](=[O:17])[CH2:11][CH3:12])=[CH:5][CH:4]=1. The catalyst class is: 7. (3) Reactant: [N+:1]([C:4]1[CH:5]=[C:6]([OH:10])[CH:7]=[CH:8][CH:9]=1)([O-:3])=[O:2].Cl.Cl[CH2:13][CH2:14][N:15]1[CH2:20][CH2:19][O:18][CH2:17][CH2:16]1.C(=O)([O-])[O-].[K+].[K+]. Product: [N+:1]([C:4]1[CH:5]=[C:6]([CH:7]=[CH:8][CH:9]=1)[O:10][CH2:13][CH2:14][N:15]1[CH2:20][CH2:19][O:18][CH2:17][CH2:16]1)([O-:3])=[O:2]. The catalyst class is: 21. (4) Reactant: [CH:1]1([NH2:13])[C:11]2=[C:12]3[C:7](=[CH:8][CH:9]=[CH:10]2)[CH:6]=[CH:5][CH:4]=[C:3]3[CH2:2]1.C(=O)([O-])[O-].[K+].[K+].[I-].C([N+]1(C)[CH2:28][CH2:27][C:26](=[O:29])[CH2:25][CH2:24]1)C. Product: [CH:1]1([N:13]2[CH2:28][CH2:27][C:26](=[O:29])[CH2:25][CH2:24]2)[C:11]2=[C:12]3[C:7](=[CH:8][CH:9]=[CH:10]2)[CH:6]=[CH:5][CH:4]=[C:3]3[CH2:2]1. The catalyst class is: 40.